This data is from Reaction yield outcomes from USPTO patents with 853,638 reactions. The task is: Predict the reaction yield, written as a fraction of the theoretical maximum amount of product (1.0 means a 100% yield; for example, 0.34 means a 34% yield). (1) The reactants are [NH:1]1[C:9]2[C:4](=[CH:5][CH:6]=[CH:7][CH:8]=2)[C:3]([C:10]([OH:12])=O)=[CH:2]1.[NH:13]1[CH2:18][CH2:17][CH2:16][C@@H:15]2[C:19]3[CH:20]=[CH:21][CH:22]=[CH:23][C:24]=3[CH2:25][C@H:14]12.F[P-](F)(F)(F)(F)F.N1(OC(N(C)C)=[N+](C)C)C2N=CC=CC=2N=N1. No catalyst specified. The product is [N:13]1([C:10]([C:3]2[C:4]3[C:9](=[CH:8][CH:7]=[CH:6][CH:5]=3)[NH:1][CH:2]=2)=[O:12])[CH2:18][CH2:17][CH2:16][C@@H:15]2[C:19]3[CH:20]=[CH:21][CH:22]=[CH:23][C:24]=3[CH2:25][C@H:14]12. The yield is 0.350. (2) The reactants are [OH:1][CH2:2][C@@H:3]1[CH2:7][CH2:6][C@H:5]([CH3:8])[N:4]1[C:9]([O:11][C:12]([CH3:15])([CH3:14])[CH3:13])=[O:10].[Br-].[Na+].C(=O)(O)[O-].[Na+].Cl[O-].[Na+]. The catalyst is ClCCl.CC1(C)N([O])C(C)(C)CCC1. The product is [CH:2]([C@@H:3]1[CH2:7][CH2:6][C@H:5]([CH3:8])[N:4]1[C:9]([O:11][C:12]([CH3:13])([CH3:15])[CH3:14])=[O:10])=[O:1]. The yield is 0.770. (3) The reactants are Br[C:2]1[CH:3]=[C:4]([CH:8]2[C:17]([CH3:19])([CH3:18])[CH2:16][C:15]3[C:10](=[CH:11][CH:12]=[C:13]([C:20]([OH:22])=[O:21])[CH:14]=3)[NH:9]2)[CH:5]=[CH:6][CH:7]=1.[CH3:23][N:24]1[CH2:29][CH2:28][NH:27][C:26](=[O:30])[C:25]1=[O:31].Cl.CN(C)CC(O)=O.C(=O)([O-])[O-].[K+].[K+]. The catalyst is CS(C)=O.[Cu]I. The product is [CH3:18][C:17]1([CH3:19])[CH2:16][C:15]2[C:10](=[CH:11][CH:12]=[C:13]([C:20]([OH:22])=[O:21])[CH:14]=2)[NH:9][CH:8]1[C:4]1[CH:5]=[CH:6][CH:7]=[C:2]([N:27]2[CH2:28][CH2:29][N:24]([CH3:23])[C:25](=[O:31])[C:26]2=[O:30])[CH:3]=1. The yield is 0.800. (4) The reactants are [Cl:1][C:2]1[N:7]=[C:6]([CH2:8][C:9]([C:11]2[C:12]([F:25])=[C:13]([NH:18][C:19](=[O:24])[O:20][CH2:21][CH:22]=[CH2:23])[CH:14]=[CH:15][C:16]=2[F:17])=O)[CH:5]=[CH:4][N:3]=1.[CH3:26][C:27]([CH3:32])([CH3:31])[C:28](=[S:30])[NH2:29]. No catalyst specified. The product is [Cl:1][C:2]1[N:7]=[C:6]([C:8]2[S:30][C:28]([C:27]([CH3:32])([CH3:31])[CH3:26])=[N:29][C:9]=2[C:11]2[C:12]([F:25])=[C:13]([NH:18][C:19](=[O:24])[O:20][CH2:21][CH:22]=[CH2:23])[CH:14]=[CH:15][C:16]=2[F:17])[CH:5]=[CH:4][N:3]=1. The yield is 0.170. (5) The reactants are O.[NH2:2]N.[F:4][C:5]([F:12])([F:11])[C:6](OCC)=O.C(O)(=O)C.[CH:17]([NH2:19])=[NH:18]. No catalyst specified. The product is [F:4][C:5]([F:12])([F:11])[C:6]1[N:19]=[CH:17][NH:18][N:2]=1. The yield is 0.660. (6) The reactants are [CH3:1][O:2][C:3]1[CH:4]=[C:5]([C:9]2[N:14]=[C:13]([C:15]([NH:17][C:18]3[C:27]([CH3:28])=[CH:26][C:21]([C:22]([O:24]C)=[O:23])=[CH:20][C:19]=3[CH3:29])=[O:16])[C:12]([CH3:30])=[CH:11][CH:10]=2)[CH:6]=[CH:7][CH:8]=1.[OH-].[Na+].Cl. The catalyst is CO.C1COCC1.O. The product is [CH3:1][O:2][C:3]1[CH:4]=[C:5]([C:9]2[N:14]=[C:13]([C:15]([NH:17][C:18]3[C:27]([CH3:28])=[CH:26][C:21]([C:22]([OH:24])=[O:23])=[CH:20][C:19]=3[CH3:29])=[O:16])[C:12]([CH3:30])=[CH:11][CH:10]=2)[CH:6]=[CH:7][CH:8]=1. The yield is 0.920. (7) The catalyst is C1COCC1.[Cu]I.Cl[Pd](Cl)([P](C1C=CC=CC=1)(C1C=CC=CC=1)C1C=CC=CC=1)[P](C1C=CC=CC=1)(C1C=CC=CC=1)C1C=CC=CC=1. The product is [C:16]([O:15][C:13]([NH:12][C:3]1[CH:4]=[C:5]([C:7]([O:9][CH2:10][CH3:11])=[O:8])[S:6][C:2]=1[C:25]#[C:24][Si:21]([CH3:23])([CH3:22])[CH3:20])=[O:14])([CH3:19])([CH3:18])[CH3:17]. The reactants are Br[C:2]1[S:6][C:5]([C:7]([O:9][CH2:10][CH3:11])=[O:8])=[CH:4][C:3]=1[NH:12][C:13]([O:15][C:16]([CH3:19])([CH3:18])[CH3:17])=[O:14].[CH3:20][Si:21]([C:24]#[CH:25])([CH3:23])[CH3:22].CCN(CC)CC. The yield is 0.700. (8) The reactants are [H-].[Na+].[CH2:3]([O:7][C:8]1[CH:9]=[C:10]([CH:14]([C:17]([O:19][C:20]([CH3:23])([CH3:22])[CH3:21])=[O:18])[CH2:15][NH2:16])[CH:11]=[CH:12][CH:13]=1)[CH2:4][CH2:5][CH3:6].Cl[CH2:25][C:26]([N:28]([CH3:30])[CH3:29])=[O:27].O. The catalyst is CN(C=O)C. The product is [CH2:3]([O:7][C:8]1[CH:9]=[C:10]([CH:14]([C:17]([O:19][C:20]([CH3:22])([CH3:21])[CH3:23])=[O:18])[CH2:15][NH:16][CH2:25][C:26]([N:28]([CH3:30])[CH3:29])=[O:27])[CH:11]=[CH:12][CH:13]=1)[CH2:4][CH2:5][CH3:6]. The yield is 0.750.